Dataset: Full USPTO retrosynthesis dataset with 1.9M reactions from patents (1976-2016). Task: Predict the reactants needed to synthesize the given product. (1) The reactants are: [CH3:1][O:2][C:3]1[CH:8]=[CH:7][C:6]([N:9]2[C:17]3[C:12](=[CH:13][CH:14]=[CH:15][CH:16]=3)[CH:11]=[CH:10]2)=[CH:5][CH:4]=1.[CH3:18][S:19]N1C(=O)C2C(=CC=CC=2)C1=O.[Br-].[Mg+2].[Br-].[OH-].[Na+]. Given the product [CH3:1][O:2][C:3]1[CH:4]=[CH:5][C:6]([N:9]2[C:17]3[C:12](=[CH:13][CH:14]=[CH:15][CH:16]=3)[C:11]([S:19][CH3:18])=[CH:10]2)=[CH:7][CH:8]=1, predict the reactants needed to synthesize it. (2) Given the product [Cl:1][C:2]1[CH:7]=[CH:6][C:5]([S:8]([N:11]2[C:20]3[C:15](=[CH:16][CH:17]=[CH:18][CH:19]=3)[CH2:14][CH2:13][CH2:12]2)(=[O:9])=[O:10])=[CH:4][C:3]=1[N:21]1[C:26](=[O:27])[C:25]2=[C:28]([C:31]([OH:33])=[O:32])[S:29][CH:30]=[C:24]2[NH:23][C:22]1=[O:35], predict the reactants needed to synthesize it. The reactants are: [Cl:1][C:2]1[CH:7]=[CH:6][C:5]([S:8]([N:11]2[C:20]3[C:15](=[CH:16][CH:17]=[CH:18][CH:19]=3)[CH2:14][CH2:13][CH2:12]2)(=[O:10])=[O:9])=[CH:4][C:3]=1[N:21]1[C:26](=[O:27])[C:25]2=[C:28]([C:31]([O:33]C)=[O:32])[S:29][CH:30]=[C:24]2[NH:23][C:22]1=[O:35].O.[OH-].[Li+]. (3) The reactants are: C[O:2][C:3](=O)[CH2:4][C:5]1[CH:10]=[CH:9][C:8]([N+:11]([O-:13])=[O:12])=[CH:7][C:6]=1[Cl:14].[Li+].[BH4-].[NH4+].[Cl-].CCOC(C)=O. Given the product [Cl:14][C:6]1[CH:7]=[C:8]([N+:11]([O-:13])=[O:12])[CH:9]=[CH:10][C:5]=1[CH2:4][CH2:3][OH:2], predict the reactants needed to synthesize it. (4) The reactants are: [C:1]([O:5][C:6]([NH:8][CH2:9][CH2:10][NH2:11])=[O:7])([CH3:4])([CH3:3])[CH3:2].F[C:13]1[CH:18]=[CH:17][C:16]([N+:19]([O-:21])=[O:20])=[CH:15][CH:14]=1.C(=O)([O-])[O-].[K+].[K+]. Given the product [C:1]([O:5][C:6]([NH:8][CH2:9][CH2:10][NH:11][C:13]1[CH:18]=[CH:17][C:16]([N+:19]([O-:21])=[O:20])=[CH:15][CH:14]=1)=[O:7])([CH3:4])([CH3:3])[CH3:2], predict the reactants needed to synthesize it. (5) The reactants are: [S:1]1[C:5]2[CH:6]=[CH:7][CH:8]=[CH:9][C:4]=2[CH:3]=[CH:2]1.C([Li])CCC.[CH2:15]=[O:16].Cl. Given the product [S:1]1[C:5]2[CH:6]=[CH:7][CH:8]=[CH:9][C:4]=2[CH:3]=[C:2]1[CH2:15][OH:16], predict the reactants needed to synthesize it. (6) The reactants are: Br[C:2]1[C:6]2[CH2:7][N:8]([C:11](=[O:13])[CH3:12])[CH2:9][CH2:10][C:5]=2[N:4]([CH:14]2[CH2:19][CH2:18][O:17][CH2:16][CH2:15]2)[N:3]=1.[NH:20]1[C:29]2[C:24](=[CH:25][CH:26]=[CH:27][CH:28]=2)[CH2:23][CH2:22][CH2:21]1.C1(P(C2CCCCC2)C2C=CC=CC=2C2C(OC(C)C)=CC=CC=2OC(C)C)CCCCC1.C(O[Na])(C)(C)C. Given the product [N:20]1([C:2]2[C:6]3[CH2:7][N:8]([C:11](=[O:13])[CH3:12])[CH2:9][CH2:10][C:5]=3[N:4]([CH:14]3[CH2:19][CH2:18][O:17][CH2:16][CH2:15]3)[N:3]=2)[C:29]2[C:24](=[CH:25][CH:26]=[CH:27][CH:28]=2)[CH2:23][CH2:22][CH2:21]1, predict the reactants needed to synthesize it. (7) The reactants are: Br[C:2]1[CH:14]=[N:13][C:12]2[C:11]3[CH:10]=[CH:9][C:8]([C:15]([O:17][CH3:18])=[O:16])=[CH:7][C:6]=3[NH:5][C:4]=2[CH:3]=1.[CH3:19][N:20]1[C:24]([Sn](CCCC)(CCCC)CCCC)=[C:23]([CH3:38])[N:22]=[N:21]1.C(N(CC)CC)C.C(Cl)Cl. Given the product [CH3:19][N:20]1[C:24]([C:2]2[CH:14]=[N:13][C:12]3[C:11]4[CH:10]=[CH:9][C:8]([C:15]([O:17][CH3:18])=[O:16])=[CH:7][C:6]=4[NH:5][C:4]=3[CH:3]=2)=[C:23]([CH3:38])[N:22]=[N:21]1, predict the reactants needed to synthesize it. (8) Given the product [NH2:7][CH2:6][C:5]1[CH:8]=[CH:9][C:2]([NH:1][C:12]([NH2:13])=[NH:11])=[CH:3][CH:4]=1, predict the reactants needed to synthesize it. The reactants are: [NH2:1][C:2]1[CH:9]=[CH:8][C:5]([CH2:6][NH2:7])=[CH:4][CH:3]=1.Cl.[N:11]#[C:12][NH2:13].[OH-].[Na+]. (9) Given the product [Br:2][CH:6]([C:8]1[O:9][C:10](=[O:25])[C:11]2[C:16]([C:17]=1[C:18]1[CH:23]=[CH:22][N:21]=[C:20]([CH3:24])[CH:19]=1)=[CH:15][CH:14]=[CH:13][CH:12]=2)[CH3:7], predict the reactants needed to synthesize it. The reactants are: P(Br)(Br)[Br:2].O[CH:6]([C:8]1[O:9][C:10](=[O:25])[C:11]2[C:16]([C:17]=1[C:18]1[CH:23]=[CH:22][N:21]=[C:20]([CH3:24])[CH:19]=1)=[CH:15][CH:14]=[CH:13][CH:12]=2)[CH3:7].